Dataset: Catalyst prediction with 721,799 reactions and 888 catalyst types from USPTO. Task: Predict which catalyst facilitates the given reaction. (1) Reactant: BrC1C=C([N:8]2[C:20]3[CH:19]=[C:18]4[C:21]([CH3:29])([CH3:28])[C:22]5[C:27]([C:17]4=[CH:16][C:15]=3[C:14]3[C:9]2=[CH:10][CH:11]=[CH:12][CH:13]=3)=[CH:26][CH:25]=[CH:24][CH:23]=5)C=C(Br)N=1.[N:31]1[CH:36]=[CH:35][CH:34]=[C:33](B(O)O)[CH:32]=1.C([O-])([O-])=O.[Na+].[Na+]. Product: [CH3:28][C:21]1([CH3:29])[C:18]2=[CH:19][C:20]3[N:8]([C:34]4[CH:35]=[C:36]([C:33]5[CH:32]=[N:31][CH:36]=[CH:35][CH:34]=5)[N:31]=[C:32]([C:33]5[CH:32]=[N:31][CH:36]=[CH:35][CH:34]=5)[CH:33]=4)[C:9]4[C:14]([C:15]=3[CH:16]=[C:17]2[C:27]2[C:22]1=[CH:23][CH:24]=[CH:25][CH:26]=2)=[CH:13][CH:12]=[CH:11][CH:10]=4. The catalyst class is: 104. (2) Reactant: Cl.[NH2:2][C@@H:3]1[CH2:8][CH2:7][C@H:6]([NH:9][C:10](=[O:27])[C:11]2[CH:16]=[C:15]([F:17])[CH:14]=[N:13][C:12]=2[O:18][C:19]2[CH:24]=[CH:23][CH:22]=[C:21]([S:25][CH3:26])[CH:20]=2)[CH2:5][CH2:4]1.C(N(CC)CC)C.[CH:35]1([C:38](O)=[O:39])[CH2:37][CH2:36]1.Cl.CN(C)CCCN=C=NCC.ON1C2C=CC=CC=2N=N1. Product: [CH:35]1([C:38]([NH:2][C@@H:3]2[CH2:8][CH2:7][C@H:6]([NH:9][C:10](=[O:27])[C:11]3[CH:16]=[C:15]([F:17])[CH:14]=[N:13][C:12]=3[O:18][C:19]3[CH:24]=[CH:23][CH:22]=[C:21]([S:25][CH3:26])[CH:20]=3)[CH2:5][CH2:4]2)=[O:39])[CH2:37][CH2:36]1. The catalyst class is: 9. (3) Reactant: C([O:8][C:9]1[C:10]2[N:11]([C:17]([C:21]([O:23][CH2:24][CH3:25])=[O:22])=[C:18]([CH3:20])[N:19]=2)[CH:12]=[C:13]([CH2:15][OH:16])[CH:14]=1)C1C=CC=CC=1. Product: [OH:8][C:9]1[C:10]2[N:11]([C:17]([C:21]([O:23][CH2:24][CH3:25])=[O:22])=[C:18]([CH3:20])[N:19]=2)[CH:12]=[C:13]([CH2:15][OH:16])[CH:14]=1. The catalyst class is: 29. (4) Reactant: [CH3:1][C:2]1([CH2:7]/[CH:8]=[CH:9]/[C:10]23[CH2:17][CH2:16][C:13]([C:18]([O:20][CH3:21])=[O:19])([CH2:14][CH2:15]2)[CH2:12][CH2:11]3)[O:6][CH2:5][CH2:4][O:3]1.[H][H]. Product: [CH3:1][C:2]1([CH2:7][CH2:8][CH2:9][C:10]23[CH2:11][CH2:12][C:13]([C:18]([O:20][CH3:21])=[O:19])([CH2:16][CH2:17]2)[CH2:14][CH2:15]3)[O:3][CH2:4][CH2:5][O:6]1. The catalyst class is: 29. (5) Reactant: [CH2:1]([O:3][C:4](=[O:13])[C:5]1[CH:10]=[CH:9][C:8](Cl)=[N:7][C:6]=1[Cl:12])[CH3:2].Cl.[C:15]([O:19][C:20]([CH:22]1[CH2:27][CH2:26][NH:25][CH2:24][CH2:23]1)=[O:21])([CH3:18])([CH3:17])[CH3:16].CCN(C(C)C)C(C)C. Product: [CH2:1]([O:3][C:4](=[O:13])[C:5]1[CH:10]=[CH:9][C:8]([N:25]2[CH2:26][CH2:27][CH:22]([C:20]([O:19][C:15]([CH3:18])([CH3:17])[CH3:16])=[O:21])[CH2:23][CH2:24]2)=[N:7][C:6]=1[Cl:12])[CH3:2]. The catalyst class is: 3. (6) Reactant: [F:1][C:2]1[C:11]2[C:6](=[CH:7][CH:8]=[CH:9][CH:10]=2)[CH:5]=[CH:4][CH:3]=1.[Cl-].[Al+3].[Cl-].[Cl-].[C:16](Cl)(=[O:21])[CH2:17][CH:18]([CH3:20])[CH3:19]. Product: [F:1][C:2]1[C:11]2[C:6](=[CH:7][CH:8]=[CH:9][CH:10]=2)[C:5]([C:16](=[O:21])[CH2:17][CH:18]([CH3:20])[CH3:19])=[CH:4][CH:3]=1. The catalyst class is: 4. (7) Reactant: [CH2:1]([NH:8][C:9]([NH:11][C:12]1[CH:42]=[CH:41][C:15]([CH2:16][NH:17][C:18](=[O:40])[CH2:19][N:20]2[CH2:26][CH2:25][CH:24]([CH2:27][C:28]([O:30]C(C)(C)C)=[O:29])[C:23]3[CH:35]=[CH:36][CH:37]=[CH:38][C:22]=3[C:21]2=[O:39])=[CH:14][CH:13]=1)=[O:10])[C:2]1[CH:7]=[CH:6][CH:5]=[CH:4][CH:3]=1. Product: [CH2:1]([NH:8][C:9]([NH:11][C:12]1[CH:13]=[CH:14][C:15]([CH2:16][NH:17][C:18](=[O:40])[CH2:19][N:20]2[CH2:26][CH2:25][CH:24]([CH2:27][C:28]([OH:30])=[O:29])[C:23]3[CH:35]=[CH:36][CH:37]=[CH:38][C:22]=3[C:21]2=[O:39])=[CH:41][CH:42]=1)=[O:10])[C:2]1[CH:3]=[CH:4][CH:5]=[CH:6][CH:7]=1. The catalyst class is: 55. (8) Reactant: [OH:1][C:2]([C:4]([F:7])([F:6])[F:5])=[O:3].C([N:15]1[CH2:24][CH2:23][C:22]2[C:17](=[N:18][C:19]([NH:41][CH:42]3[CH2:44][CH2:43]3)=[C:20]([N:25]3[CH2:30][CH2:29][CH:28]([CH:31]([C:33]4[CH:38]=[CH:37][C:36]([F:39])=[CH:35][C:34]=4[F:40])[F:32])[CH2:27][CH2:26]3)[N:21]=2)[CH2:16]1)C1C=CC=CC=1. Product: [CH:42]1([NH:41][C:19]2[N:18]=[C:17]3[CH2:16][NH:15][CH2:24][CH2:23][C:22]3=[N:21][C:20]=2[N:25]2[CH2:30][CH2:29][CH:28]([CH:31]([C:33]3[CH:38]=[CH:37][C:36]([F:39])=[CH:35][C:34]=3[F:40])[F:32])[CH2:27][CH2:26]2)[CH2:43][CH2:44]1.[C:2]([OH:3])([C:4]([F:7])([F:6])[F:5])=[O:1]. The catalyst class is: 833.